This data is from Forward reaction prediction with 1.9M reactions from USPTO patents (1976-2016). The task is: Predict the product of the given reaction. The product is: [Cl:1][C:2]1[CH:3]=[CH:4][N:5]=[C:6]([N:10]2[CH2:22][CH2:21][N:13]3[C:14]4[CH2:15][CH2:16][CH2:17][CH2:18][C:19]=4[CH:20]=[C:12]3[C:11]2=[O:23])[C:7]=1[CH2:8][OH:9]. Given the reactants [Cl:1][C:2]1[C:7]([CH:8]=[O:9])=[C:6]([N:10]2[CH2:22][CH2:21][N:13]3[C:14]4[CH2:15][CH2:16][CH2:17][CH2:18][C:19]=4[CH:20]=[C:12]3[C:11]2=[O:23])[N:5]=[CH:4][CH:3]=1.[BH4-].[Na+], predict the reaction product.